Dataset: Full USPTO retrosynthesis dataset with 1.9M reactions from patents (1976-2016). Task: Predict the reactants needed to synthesize the given product. (1) The reactants are: [H-].[Na+].[CH3:3][C:4]1[CH:13]=[CH:12][C:7]([C:8]([O:10]C)=O)=[CH:6][C:5]=1[C:14]1[CH:15]=[C:16]2[C:21](=[CH:22][CH:23]=1)[C:20](=[O:24])[NH:19][CH:18]=[CH:17]2.C(OC)(=O)C.[CH2:30](Br)[CH:31]=[CH2:32].[CH:34]1([NH2:37])[CH2:36][CH2:35]1.C([Mg]Cl)(C)C. Given the product [CH2:30]([N:19]1[CH:18]=[CH:17][C:16]2[C:21](=[CH:22][CH:23]=[C:14]([C:5]3[CH:6]=[C:7]([CH:12]=[CH:13][C:4]=3[CH3:3])[C:8]([NH:37][CH:34]3[CH2:36][CH2:35]3)=[O:10])[CH:15]=2)[C:20]1=[O:24])[CH:31]=[CH2:32], predict the reactants needed to synthesize it. (2) Given the product [F:1][C:2]1[CH:22]=[CH:21][CH:20]=[CH:19][C:3]=1[CH2:4][O:5][C:6]1[CH:7]=[C:8]([CH:13]=[C:14]([N+:16]([O-:18])=[O:17])[CH:15]=1)[C:9]([OH:11])=[O:10], predict the reactants needed to synthesize it. The reactants are: [F:1][C:2]1[CH:22]=[CH:21][CH:20]=[CH:19][C:3]=1[CH2:4][O:5][C:6]1[CH:7]=[C:8]([CH:13]=[C:14]([N+:16]([O-:18])=[O:17])[CH:15]=1)[C:9]([O:11]C)=[O:10].CO.[OH-].[Na+].